From a dataset of Peptide-MHC class I binding affinity with 185,985 pairs from IEDB/IMGT. Regression. Given a peptide amino acid sequence and an MHC pseudo amino acid sequence, predict their binding affinity value. This is MHC class I binding data. (1) The peptide sequence is KFLEFSNRVY. The MHC is HLA-A33:01 with pseudo-sequence HLA-A33:01. The binding affinity (normalized) is 0. (2) The binding affinity (normalized) is 0. The peptide sequence is GVWIRTPPA. The MHC is Patr-A0101 with pseudo-sequence Patr-A0101. (3) The peptide sequence is KIVMTPSPF. The MHC is HLA-B15:03 with pseudo-sequence HLA-B15:03. The binding affinity (normalized) is 0.505. (4) The peptide sequence is YRRWIQLGL. The MHC is HLA-A02:03 with pseudo-sequence HLA-A02:03. The binding affinity (normalized) is 0.288. (5) The peptide sequence is QFAGGSFDF. The MHC is HLA-B35:01 with pseudo-sequence HLA-B35:01. The binding affinity (normalized) is 0.752. (6) The peptide sequence is FPRIWLHGL. The MHC is HLA-B57:01 with pseudo-sequence HLA-B57:01. The binding affinity (normalized) is 0.0276. (7) The peptide sequence is TIGTTHFQR. The MHC is HLA-A31:01 with pseudo-sequence HLA-A31:01. The binding affinity (normalized) is 0.754. (8) The peptide sequence is GSDGGLDDY. The MHC is SLA-10401 with pseudo-sequence SLA-10401. The binding affinity (normalized) is 0.456. (9) The peptide sequence is FPTQADAIG. The MHC is HLA-B39:01 with pseudo-sequence HLA-B39:01. The binding affinity (normalized) is 0.0847.